From a dataset of Full USPTO retrosynthesis dataset with 1.9M reactions from patents (1976-2016). Predict the reactants needed to synthesize the given product. (1) The reactants are: [NH2:1][C:2](=[N:14][OH:15])[C:3]1[CH:12]=[CH:11][C:6]([C:7](OC)=[O:8])=[C:5](F)[CH:4]=1.C(C1C=CC(C(N)=O)=CC=1)#[N:17]. Given the product [NH2:1][C:2](=[N:14][OH:15])[C:3]1[CH:12]=[CH:11][C:6]([C:7]([NH2:17])=[O:8])=[CH:5][CH:4]=1, predict the reactants needed to synthesize it. (2) Given the product [CH2:1]([O:8][CH2:9][C:10]#[C:11][CH2:47][C@H:46]([OH:29])[CH2:45][O:44][C:41]1[CH:42]=[CH:43][C:38]([F:37])=[CH:39][CH:40]=1)[C:2]1[CH:7]=[CH:6][CH:5]=[CH:4][CH:3]=1, predict the reactants needed to synthesize it. The reactants are: [CH2:1]([O:8][CH2:9][C:10]#[CH:11])[C:2]1[CH:7]=[CH:6][CH:5]=[CH:4][CH:3]=1.[Li]CCCC.CCCCCC.B(F)(F)F.CC[O:29]CC.C1O[C@H]1CO.[F:37][C:38]1[CH:43]=[CH:42][C:41]([O:44][C:45]2C=CC(F)=[CH:47][CH:46]=2)=[CH:40][CH:39]=1. (3) Given the product [OH:23][CH:22]([C:2]1[CH:11]=[CH:10][C:5]([C:6]([O:8][CH3:9])=[O:7])=[CH:4][CH:3]=1)[CH2:21][C:20]([CH3:25])([CH3:24])[CH3:19], predict the reactants needed to synthesize it. The reactants are: I[C:2]1[CH:11]=[CH:10][C:5]([C:6]([O:8][CH3:9])=[O:7])=[CH:4][CH:3]=1.[Cl-].[Li+].C([Mg]Cl)(C)C.[CH3:19][C:20]([CH3:25])([CH3:24])[CH2:21][CH:22]=[O:23].O. (4) The reactants are: [NH2:1][C:2]1[C:10]([Br:11])=[CH:9][CH:8]=[CH:7][C:3]=1[C:4]([OH:6])=[O:5].S(=O)(=O)(O)O.[CH3:17]O. Given the product [NH2:1][C:2]1[C:10]([Br:11])=[CH:9][CH:8]=[CH:7][C:3]=1[C:4]([O:6][CH3:17])=[O:5], predict the reactants needed to synthesize it. (5) Given the product [CH:32]([N:28]1[C:27](=[O:35])[CH:26]=[C:25]([NH:1][C@@H:2]([C:9]2[CH:14]=[CH:13][CH:12]=[CH:11][CH:10]=2)[CH2:3][C:4]([O:6][CH2:7][CH3:8])=[O:5])[NH:30][C:29]1=[O:31])([CH3:34])[CH3:33], predict the reactants needed to synthesize it. The reactants are: [NH2:1][C@@H:2]([C:9]1[CH:14]=[CH:13][CH:12]=[CH:11][CH:10]=1)[CH2:3][C:4]([O:6][CH2:7][CH3:8])=[O:5].CCN(C(C)C)C(C)C.Cl[C:25]1[NH:30][C:29](=[O:31])[N:28]([CH:32]([CH3:34])[CH3:33])[C:27](=[O:35])[CH:26]=1. (6) Given the product [CH3:31][N:19]1[C:20](=[O:30])[CH:21]=[C:22]([C:24]2[CH:29]=[CH:28][N:27]=[CH:26][N:25]=2)[N:23]=[C:18]1[O:3][CH:4]1[CH2:9][CH2:8][CH2:7][NH:6][CH2:5]1, predict the reactants needed to synthesize it. The reactants are: [H-].[Na+].[OH:3][CH:4]1[CH2:9][CH2:8][CH2:7][N:6](C(OC(C)(C)C)=O)[CH2:5]1.Cl[C:18]1[N:19]([CH3:31])[C:20](=[O:30])[CH:21]=[C:22]([C:24]2[CH:29]=[CH:28][N:27]=[CH:26][N:25]=2)[N:23]=1.O.